This data is from Reaction yield outcomes from USPTO patents with 853,638 reactions. The task is: Predict the reaction yield, written as a fraction of the theoretical maximum amount of product (1.0 means a 100% yield; for example, 0.34 means a 34% yield). The reactants are [CH:1]1([C:4]2[CH:9]=[CH:8][N:7]=[CH:6][C:5]=2[N:10]2[CH2:14][CH2:13][NH:12][C:11]2=[O:15])[CH2:3][CH2:2]1.Br[C:17]1[CH:22]=[CH:21][CH:20]=[C:19]([C:23]([F:26])([F:25])[F:24])[CH:18]=1.CN[C@@H]1CCCC[C@H]1NC.P([O-])([O-])([O-])=O.[K+].[K+].[K+]. The catalyst is [Cu](I)I.O1CCOCC1. The product is [CH:1]1([C:4]2[CH:9]=[CH:8][N:7]=[CH:6][C:5]=2[N:10]2[CH2:14][CH2:13][N:12]([C:17]3[CH:22]=[CH:21][CH:20]=[C:19]([C:23]([F:26])([F:25])[F:24])[CH:18]=3)[C:11]2=[O:15])[CH2:3][CH2:2]1. The yield is 0.800.